Dataset: Catalyst prediction with 721,799 reactions and 888 catalyst types from USPTO. Task: Predict which catalyst facilitates the given reaction. (1) The catalyst class is: 76. Product: [F:19][C:20]1[CH:28]=[CH:27][C:26]2[NH:25][C:24]3[CH2:38][CH2:39][N:40]([C:43]4[CH:44]=[N:45][CH:46]=[CH:47][C:48]=4[CH3:49])[C:41](=[O:42])[C:23]=3[C:22]=2[CH:21]=1. Reactant: CCCC[N+](CCCC)(CCCC)CCCC.[F-].[F:19][C:20]1[CH:28]=[CH:27][C:26]2[N:25](S(C3C=CC=CC=3)(=O)=O)[C:24]3[CH2:38][CH2:39][N:40]([C:43]4[CH:44]=[N:45][CH:46]=[CH:47][C:48]=4[CH3:49])[C:41](=[O:42])[C:23]=3[C:22]=2[CH:21]=1.CO. (2) Reactant: [F:1][C:2]1[CH:19]=[CH:18][C:5]([CH2:6][O:7][C:8]2[CH:13]=[CH:12][C:11]([S:14]([O-])(=[O:16])=[O:15])=[CH:10][CH:9]=2)=[CH:4][CH:3]=1.[Na+].P(Cl)(Cl)(Cl)(Cl)[Cl:22]. Product: [F:1][C:2]1[CH:19]=[CH:18][C:5]([CH2:6][O:7][C:8]2[CH:13]=[CH:12][C:11]([S:14]([Cl:22])(=[O:16])=[O:15])=[CH:10][CH:9]=2)=[CH:4][CH:3]=1. The catalyst class is: 2. (3) Reactant: Br[CH2:2][CH:3]([F:5])[F:4].[Cl:6][C:7]1[C:12]([F:13])=[CH:11][CH:10]=[C:9]([F:14])[C:8]=1[C:15]1[C:24](=[O:25])[NH:23][C:18]2=[N:19][CH:20]=[CH:21][N:22]=[C:17]2[C:16]=1[O:26]C(=O)C(C)(C)C.C(=O)([O-])[O-].[K+].[K+].[I-].[K+]. Product: [Cl:6][C:7]1[C:12]([F:13])=[CH:11][CH:10]=[C:9]([F:14])[C:8]=1[C:15]1[C:24](=[O:25])[N:23]([CH2:2][CH:3]([F:5])[F:4])[C:18]2=[N:19][CH:20]=[CH:21][N:22]=[C:17]2[C:16]=1[OH:26]. The catalyst class is: 255. (4) Reactant: [CH3:1][O:2][C:3]1[CH:4]=[C:5]2[C:9](=[CH:10][CH:11]=1)[NH:8][C:7]([C:12]([O:14][CH2:15][CH3:16])=[O:13])=[CH:6]2.[Br:17]Br. Product: [Br:17][C:4]1[C:3]([O:2][CH3:1])=[CH:11][CH:10]=[C:9]2[C:5]=1[CH:6]=[C:7]([C:12]([O:14][CH2:15][CH3:16])=[O:13])[NH:8]2. The catalyst class is: 15. (5) Reactant: [OH:1][CH:2]([CH:15]([CH3:17])[CH3:16])[CH:3]([CH3:14])[C:4](=[O:13])[C:5]([CH3:12])([CH3:11])[CH:6]([O:9][CH3:10])[O:7][CH3:8].N1C(C)=CC=CC=1C.[Si:26](OS(C(F)(F)F)(=O)=O)([C:29]([CH3:32])([CH3:31])[CH3:30])([CH3:28])[CH3:27].[OH-].[Na+]. Product: [C:29]([Si:26]([CH3:28])([CH3:27])[O:1][CH:2]([CH:15]([CH3:17])[CH3:16])[CH:3]([CH3:14])[C:4](=[O:13])[C:5]([CH3:11])([CH3:12])[CH:6]([O:7][CH3:8])[O:9][CH3:10])([CH3:32])([CH3:31])[CH3:30]. The catalyst class is: 2. (6) Reactant: [NH2:1][CH2:2][CH2:3][C:4]([O:6][CH2:7][CH3:8])=[O:5].[C:9]([C:13]1[CH:18]=[CH:17][C:16]([N:19]=[C:20]=[O:21])=[CH:15][CH:14]=1)([CH3:12])([CH3:11])[CH3:10]. Product: [C:9]([C:13]1[CH:18]=[CH:17][C:16]([NH:19][C:20]([NH:1][CH2:2][CH2:3][C:4]([O:6][CH2:7][CH3:8])=[O:5])=[O:21])=[CH:15][CH:14]=1)([CH3:12])([CH3:10])[CH3:11]. The catalyst class is: 2. (7) Reactant: Br[C:2]1[CH:3]=[CH:4][C:5]2[O:11][CH2:10][CH2:9][N:8]3[CH:12]=[C:13]([C:15]([NH2:17])=[O:16])[N:14]=[C:7]3[C:6]=2[CH:18]=1.C([Si]([O:26][CH2:27][C:28]([CH3:32])([CH3:31])[C:29]#[CH:30])(C)C)(C)(C)C.[Si](O[Si](C(C)(C)C)(C)C)(C(C)(C)C)(C)C. Product: [OH:26][CH2:27][C:28]([CH3:32])([CH3:31])[C:29]#[C:30][C:2]1[CH:3]=[CH:4][C:5]2[O:11][CH2:10][CH2:9][N:8]3[CH:12]=[C:13]([C:15]([NH2:17])=[O:16])[N:14]=[C:7]3[C:6]=2[CH:18]=1. The catalyst class is: 23. (8) Reactant: C(OC([N:8]1[CH2:13][CH2:12][CH2:11][CH:10]([NH:14][C:15]([C:17]2[C:25]3[C:20](=[N:21][CH:22]=[C:23]([CH:26]4[CH2:28][CH2:27]4)[N:24]=3)[N:19]([CH2:29][O:30][CH2:31][CH2:32][Si:33]([CH3:36])([CH3:35])[CH3:34])[CH:18]=2)=[O:16])[CH2:9]1)=O)(C)(C)C.C([Cl:40])(=O)C. Product: [ClH:40].[NH:8]1[CH2:13][CH2:12][CH2:11][CH:10]([NH:14][C:15]([C:17]2[C:25]3[C:20](=[N:21][CH:22]=[C:23]([CH:26]4[CH2:28][CH2:27]4)[N:24]=3)[N:19]([CH2:29][O:30][CH2:31][CH2:32][Si:33]([CH3:36])([CH3:35])[CH3:34])[CH:18]=2)=[O:16])[CH2:9]1. The catalyst class is: 5.